This data is from Full USPTO retrosynthesis dataset with 1.9M reactions from patents (1976-2016). The task is: Predict the reactants needed to synthesize the given product. (1) Given the product [Cl:24][CH2:23][CH2:22][CH2:21][CH:9]([C:4]1[CH:5]=[CH:6][CH:7]=[CH:8][C:3]=1[C:2]([F:12])([F:13])[F:1])[C:10]#[N:11], predict the reactants needed to synthesize it. The reactants are: [F:1][C:2]([F:13])([F:12])[C:3]1[CH:8]=[CH:7][CH:6]=[CH:5][C:4]=1[CH2:9][C:10]#[N:11].CC(C)([O-])C.[K+].Br[CH2:21][CH2:22][CH2:23][Cl:24]. (2) The reactants are: [CH2:1]([C:3]1[C:24]([N:25]2[CH2:30][CH2:29][C:28](=O)[CH2:27][CH2:26]2)=[CH:23][C:6]2[C:7]([CH3:22])([CH3:21])[C:8]3[NH:9][C:10]4[C:15]([C:16]=3[C:17](=[O:18])[C:5]=2[CH:4]=1)=[CH:14][CH:13]=[C:12]([C:19]#[N:20])[CH:11]=4)[CH3:2].[O:32]=[C:33]1[CH2:38][NH:37][CH2:36][CH2:35][NH:34]1.C(O[BH-](OC(=O)C)OC(=O)C)(=O)C.[Na+]. Given the product [CH2:1]([C:3]1[C:24]([N:25]2[CH2:26][CH2:27][CH:28]([N:37]3[CH2:36][CH2:35][NH:34][C:33](=[O:32])[CH2:38]3)[CH2:29][CH2:30]2)=[CH:23][C:6]2[C:7]([CH3:21])([CH3:22])[C:8]3[NH:9][C:10]4[C:15]([C:16]=3[C:17](=[O:18])[C:5]=2[CH:4]=1)=[CH:14][CH:13]=[C:12]([C:19]#[N:20])[CH:11]=4)[CH3:2], predict the reactants needed to synthesize it. (3) Given the product [S:40]([C:44]1[CH:50]=[CH:49][C:47]([CH3:48])=[CH:46][CH:45]=1)([OH:43])(=[O:42])=[O:41].[F:38][C:2]([F:1])([F:37])[C:3]1[CH:32]=[C:31]([C:33]([F:35])([F:36])[F:34])[CH:30]=[CH:29][C:4]=1[CH2:5][N:6]1[CH2:11][CH2:10][CH:9](/[CH:12]=[C:13]2/[C:14]([NH:19][CH2:20][C:21]#[C:22][CH2:23][N:24]([CH2:27][CH3:28])[CH2:25][CH3:26])=[N:15][C:16](=[O:18])[S:17]/2)[CH2:8][CH2:7]1, predict the reactants needed to synthesize it. The reactants are: [F:1][C:2]([F:38])([F:37])[C:3]1[CH:32]=[C:31]([C:33]([F:36])([F:35])[F:34])[CH:30]=[CH:29][C:4]=1[CH2:5][N:6]1[CH2:11][CH2:10][CH:9](/[CH:12]=[C:13]2/[C:14]([NH:19][CH2:20][C:21]#[C:22][CH2:23][N:24]([CH2:27][CH3:28])[CH2:25][CH3:26])=[N:15][C:16](=[O:18])[S:17]/2)[CH2:8][CH2:7]1.O.[S:40]([C:44]1[CH:50]=[CH:49][C:47]([CH3:48])=[CH:46][CH:45]=1)([OH:43])(=[O:42])=[O:41]. (4) The reactants are: [NH2:1][C:2]1[N:7]=[CH:6][C:5]([C:8]2[CH:32]=[CH:31][C:11]3[N:12]([C:27]([CH3:30])([CH3:29])[CH3:28])[C:13]([C:15]4[CH:20]=[CH:19][C:18]([OH:21])=[CH:17][C:16]=4[N:22]4[CH:26]=[N:25][CH:24]=[N:23]4)=[N:14][C:10]=3[CH:9]=2)=[CH:4][N:3]=1.C(=O)([O-])[O-].[Cs+].[Cs+].Cl[CH2:40][C:41]([CH3:48])([CH3:47])[C:42]([O:44][CH2:45][CH3:46])=[O:43]. Given the product [CH2:45]([O:44][C:42](=[O:43])[C:41]([CH3:48])([CH3:47])[CH2:40][O:21][C:18]1[CH:19]=[CH:20][C:15]([C:13]2[N:12]([C:27]([CH3:29])([CH3:28])[CH3:30])[C:11]3[CH:31]=[CH:32][C:8]([C:5]4[CH:4]=[N:3][C:2]([NH2:1])=[N:7][CH:6]=4)=[CH:9][C:10]=3[N:14]=2)=[C:16]([N:22]2[CH:26]=[N:25][CH:24]=[N:23]2)[CH:17]=1)[CH3:46], predict the reactants needed to synthesize it.